This data is from Peptide-MHC class II binding affinity with 134,281 pairs from IEDB. The task is: Regression. Given a peptide amino acid sequence and an MHC pseudo amino acid sequence, predict their binding affinity value. This is MHC class II binding data. (1) The binding affinity (normalized) is 0.0498. The MHC is HLA-DQA10301-DQB10302 with pseudo-sequence HLA-DQA10301-DQB10302. The peptide sequence is GQIGNDPNRDIL. (2) The peptide sequence is GPPVEASAAALAGDA. The MHC is HLA-DPA10103-DPB10401 with pseudo-sequence HLA-DPA10103-DPB10401. The binding affinity (normalized) is 0. (3) The peptide sequence is GARSLTTLLRALGAQ. The MHC is DRB1_0405 with pseudo-sequence DRB1_0405. The binding affinity (normalized) is 0.337. (4) The peptide sequence is YLEDARRLKAIYEKKK. The MHC is DRB1_0301 with pseudo-sequence DRB1_0301. The binding affinity (normalized) is 0.200. (5) The peptide sequence is SGVAATESAYLAYRN. The MHC is DRB3_0101 with pseudo-sequence DRB3_0101. The binding affinity (normalized) is 0. (6) The peptide sequence is KENIIDLTKIDRCFQL. The MHC is DRB1_0101 with pseudo-sequence DRB1_0101. The binding affinity (normalized) is 0. (7) The peptide sequence is GGFFTSVGKGIHTVF. The MHC is HLA-DQA10501-DQB10402 with pseudo-sequence HLA-DQA10501-DQB10402. The binding affinity (normalized) is 0.623.